Dataset: Forward reaction prediction with 1.9M reactions from USPTO patents (1976-2016). Task: Predict the product of the given reaction. (1) Given the reactants C1C2CCC3C=CC=CC=3N(C(Cl)=O)C=2C=CC=1.[CH:19]1[C:29]2[CH2:28][CH2:27][C:26]3[CH:30]=[CH:31][CH:32]=[CH:33][C:25]=3[N:24]([C:34]([N:36]=[C:37]=[S:38])=[O:35])[C:23]=2[CH:22]=[CH:21][CH:20]=1.[Cl:39][C:40]1[CH:41]=[C:42]([CH:44]=[CH:45][C:46]=1[O:47][C:48]1[C:57]2[C:52](=[CH:53][C:54]([O:60][CH3:61])=[C:55]([O:58][CH3:59])[CH:56]=2)[N:51]=[CH:50][CH:49]=1)[NH2:43].C1(C)C=CC=CC=1, predict the reaction product. The product is: [CH:19]1[C:29]2[CH2:28][CH2:27][C:26]3[CH:30]=[CH:31][CH:32]=[CH:33][C:25]=3[N:24]([C:34]([N:36]=[C:37]=[S:38])=[O:35])[C:23]=2[CH:22]=[CH:21][CH:20]=1.[Cl:39][C:40]1[CH:41]=[C:42]([NH:43][C:37]([NH:36][C:34]([N:24]2[C:25]3[CH:33]=[CH:32][CH:31]=[CH:30][C:26]=3[CH2:27][CH2:28][C:29]3[CH:19]=[CH:20][CH:21]=[CH:22][C:23]2=3)=[O:35])=[S:38])[CH:44]=[CH:45][C:46]=1[O:47][C:48]1[C:57]2[C:52](=[CH:53][C:54]([O:60][CH3:61])=[C:55]([O:58][CH3:59])[CH:56]=2)[N:51]=[CH:50][CH:49]=1. (2) Given the reactants [CH:1]1([CH2:7][C:8]([OH:10])=O)[CH2:6][CH2:5][CH2:4][CH2:3][CH2:2]1.[C:11]1([NH2:18])[CH:16]=[CH:15][C:14]([NH2:17])=[CH:13][CH:12]=1.C1N=CN(C(N2C=NC=C2)=O)C=1.C([N:38]1[CH2:46][CH2:45][CH:41]([C:42](O)=[O:43])[CH2:40][CH2:39]1)(OC(C)(C)C)=O.C1CCC(N=C=NC2CCCCC2)CC1.C1C=CC2N(O)N=NC=2C=1.C(O)(C(F)(F)F)=O.[ClH:79], predict the reaction product. The product is: [ClH:79].[CH:1]1([CH2:7][C:8]([NH:17][C:14]2[CH:15]=[CH:16][C:11]([NH:18][C:42]([CH:41]3[CH2:45][CH2:46][NH:38][CH2:39][CH2:40]3)=[O:43])=[CH:12][CH:13]=2)=[O:10])[CH2:2][CH2:3][CH2:4][CH2:5][CH2:6]1. (3) Given the reactants [C:1]([C:5]1[CH:10]=[C:9]([C:11]([CH3:14])([CH3:13])[CH3:12])[CH:8]=[CH:7][C:6]=1[OH:15])([CH3:4])([CH3:3])[CH3:2].[Se](=O)=O, predict the reaction product. The product is: [C:1]([C:5]1[CH:10]=[C:9]([C:11]([CH3:14])([CH3:13])[CH3:12])[CH:8]=[C:7]([C:7]2[C:6]([OH:15])=[C:5]([C:1]([CH3:4])([CH3:3])[CH3:2])[CH:10]=[C:9]([C:11]([CH3:14])([CH3:13])[CH3:12])[CH:8]=2)[C:6]=1[OH:15])([CH3:4])([CH3:3])[CH3:2]. (4) The product is: [Br:10][C:11]1[CH:20]=[CH:19][CH:18]=[C:17]2[C:12]=1[N:13]=[C:14]([O:9][C:3]1[CH:8]=[CH:7][CH:6]=[CH:5][CH:4]=1)[C:15]([NH2:21])=[N:16]2. Given the reactants [H-].[Na+].[C:3]1([OH:9])[CH:8]=[CH:7][CH:6]=[CH:5][CH:4]=1.[Br:10][C:11]1[CH:20]=[CH:19][CH:18]=[C:17]2[C:12]=1[N:13]=[C:14](Cl)[C:15]([NH2:21])=[N:16]2, predict the reaction product. (5) The product is: [CH2:8]([O:10][C:11](=[O:25])[CH:12]([C:23]#[N:24])[C:13]1([C:1]2[CH:6]=[CH:5][CH:4]=[CH:3][CH:2]=2)[CH2:14][CH2:15][C:16]2([O:17][CH2:18][CH2:19][O:20]2)[CH2:21][CH2:22]1)[CH3:9]. Given the reactants [C:1]1([Li])[CH:6]=[CH:5][CH:4]=[CH:3][CH:2]=1.[CH2:8]([O:10][C:11](=[O:25])[C:12]([C:23]#[N:24])=[C:13]1[CH2:22][CH2:21][C:16]2([O:20][CH2:19][CH2:18][O:17]2)[CH2:15][CH2:14]1)[CH3:9].C1C(C=O)=CC=C(Br)C=1, predict the reaction product. (6) The product is: [CH3:1][C:2]12[O:38][CH2:37][CH2:36][N:35]1[C:33](=[O:34])[C:5]1[C:6]([OH:32])=[C:7]3[C:13]4[C:14]([C:16]5[C:27](=[O:28])[C:26]6[C:21](=[CH:22][C:23]([O:30][CH3:31])=[C:24]([O:29][CH3:39])[CH:25]=6)[O:20][C:17]=5[C:18](=[O:19])[C:12]=4[CH:11]=[CH:10][C:8]3=[CH:9][C:4]=1[CH2:3]2)=[O:15]. Given the reactants [CH3:1][C:2]12[O:38][CH2:37][CH2:36][N:35]1[C:33](=[O:34])[C:5]1[C:6]([OH:32])=[C:7]3[C:13]4[C:14]([C:16]5[C:27](=[O:28])[C:26]6[C:21](=[CH:22][C:23]([O:30][CH3:31])=[C:24]([OH:29])[CH:25]=6)[O:20][C:17]=5[C:18](=[O:19])[C:12]=4[CH:11]=[CH:10][C:8]3=[CH:9][C:4]=1[CH2:3]2)=[O:15].[CH:39]12CC(C=C1)C1C(OC(=O)C21)=O.NC1C=CC=CN=1.CN(C1C=CC=CN=1)C.CC1(O)C2CC3CC(CC1C3)C2, predict the reaction product. (7) Given the reactants [NH2:1][C:2]1[C:3](Cl)=[N:4][C:5]2[C:10]([C:11]=1[NH:12][CH2:13][CH2:14][O:15][CH2:16][CH2:17][O:18][CH2:19][CH2:20][O:21][CH2:22][CH2:23][P:24](=[O:31])([O:28][CH2:29][CH3:30])[O:25][CH2:26][CH3:27])=[CH:9][CH:8]=[CH:7][CH:6]=2.F[P-](F)(F)(F)(F)F.[N:40]1(OC(N(C)C)=[N+](C)C)C2N=CC=CC=2N=N1.[CH2:57]([O:59][CH2:60][C:61](O)=O)[CH3:58], predict the reaction product. The product is: [NH2:40][C:3]1[C:2]2[N:1]=[C:58]([CH2:57][O:59][CH2:60][CH3:61])[N:12]([CH2:13][CH2:14][O:15][CH2:16][CH2:17][O:18][CH2:19][CH2:20][O:21][CH2:22][CH2:23][P:24](=[O:31])([O:28][CH2:29][CH3:30])[O:25][CH2:26][CH3:27])[C:11]=2[C:10]2[CH:9]=[CH:8][CH:7]=[CH:6][C:5]=2[N:4]=1. (8) Given the reactants CN(C)S([N:6]1[CH:10]=[CH:9][N:8]=[CH:7]1)(=O)=O.C([Li])CCC.[NH2:17][C:18]1[C:19]2[C:26](I)=[CH:25][N:24]([C@@H:28]3[O:48][C@H:47]([CH2:49][O:50][Si](C(C)(C)C)(C)C)[C@@H:38]([O:39][Si](C(C)(C)C)(C)C)[C@H:29]3[O:30][Si](C(C)(C)C)(C)C)[C:20]=2[N:21]=[CH:22][N:23]=1.N1C=CN=C1, predict the reaction product. The product is: [NH2:17][C:18]1[C:19]2[C:26]([C:7]3[NH:6][CH:10]=[CH:9][N:8]=3)=[CH:25][N:24]([C@@H:28]3[O:48][C@H:47]([CH2:49][OH:50])[C@@H:38]([OH:39])[C@H:29]3[OH:30])[C:20]=2[N:21]=[CH:22][N:23]=1. (9) Given the reactants [O:1]1[CH:5]=[CH:4][CH:3]=[C:2]1[C:6]1[C:11]([I:12])=[C:10](S(C)=O)[N:9]=[C:8]([NH2:16])[N:7]=1.[CH3:17][NH2:18], predict the reaction product. The product is: [O:1]1[CH:5]=[CH:4][CH:3]=[C:2]1[C:6]1[N:7]=[C:8]([NH2:16])[N:9]=[C:10]([NH:18][CH3:17])[C:11]=1[I:12].